This data is from Full USPTO retrosynthesis dataset with 1.9M reactions from patents (1976-2016). The task is: Predict the reactants needed to synthesize the given product. (1) Given the product [Br:13][C:5]1[C:6]([CH2:7][CH2:8][CH2:9][CH2:10][CH2:11][CH3:12])=[CH:2][S:3][CH:4]=1, predict the reactants needed to synthesize it. The reactants are: Br[C:2]1[S:3][C:4](Br)=[C:5]([Br:13])[C:6]=1[CH2:7][CH2:8][CH2:9][CH2:10][CH2:11][CH3:12].C1COCC1.C([Li])CCC. (2) Given the product [CH2:29]([N:1]([CH2:21][CH2:25][CH3:26])[CH2:2][CH2:3][CH2:4][CH2:5][CH2:6][C:7]1[N:8]([CH2:18][CH2:19][CH3:20])[C:9]2[CH:15]=[C:14]([C:16]#[N:17])[CH:13]=[CH:12][C:10]=2[N:11]=1)[CH2:30][CH3:31], predict the reactants needed to synthesize it. The reactants are: [NH2:1][CH2:2][CH2:3][CH2:4][CH2:5][CH2:6][C:7]1[N:8]([CH2:18][CH2:19][CH3:20])[C:9]2[CH:15]=[C:14]([C:16]#[N:17])[CH:13]=[CH:12][C:10]=2[N:11]=1.[C:21]([BH3-])#N.[Na+].[C:25](O)(=O)[CH3:26].[CH:29](=O)[CH2:30][CH3:31]. (3) Given the product [F:36][C:37]1[CH:42]=[C:41]([CH:40]=[CH:39][CH:38]=1)[O:1][CH2:2][CH2:3][N:4]1[C:12]2[C:7](=[CH:8][CH:9]=[C:10]([C:13]([O:15][CH3:16])=[O:14])[CH:11]=2)[CH:6]=[CH:5]1, predict the reactants needed to synthesize it. The reactants are: [OH:1][CH2:2][CH2:3][N:4]1[C:12]2[C:7](=[CH:8][CH:9]=[C:10]([C:13]([O:15][CH3:16])=[O:14])[CH:11]=2)[CH:6]=[CH:5]1.C1C=CC(P(C2C=CC=CC=2)C2C=CC=CC=2)=CC=1.[F:36][C:37]1[CH:38]=[C:39](O)[CH:40]=[CH:41][CH:42]=1.CC(OC(/N=N/C(OC(C)C)=O)=O)C. (4) The reactants are: [Cl:1][C:2]1[CH:3]=[CH:4][C:5]([N+:9]([O-:11])=[O:10])=[C:6]([CH:8]=1)[NH2:7].C1C(=O)N([Br:19])C(=O)C1.O. Given the product [Br:19][C:3]1[C:2]([Cl:1])=[CH:8][C:6]([NH2:7])=[C:5]([N+:9]([O-:11])=[O:10])[CH:4]=1, predict the reactants needed to synthesize it. (5) Given the product [F:22][C:21]([F:23])([F:24])[C:19]1[CH:20]=[C:15]([CH:4]([SH:3])[C@@H:5]([NH:7][C:8](=[O:9])[O:10][C:11]([CH3:12])([CH3:14])[CH3:13])[CH3:6])[CH:16]=[C:17]([C:25]([F:28])([F:27])[F:26])[CH:18]=1, predict the reactants needed to synthesize it. The reactants are: C(=O)([S:3][CH:4]([C:15]1[CH:20]=[C:19]([C:21]([F:24])([F:23])[F:22])[CH:18]=[C:17]([C:25]([F:28])([F:27])[F:26])[CH:16]=1)[C@@H:5]([NH:7][C:8]([O:10][C:11]([CH3:14])([CH3:13])[CH3:12])=[O:9])[CH3:6])C.[OH-].[Na+]. (6) Given the product [C:16]1([CH2:15][CH2:14][CH2:13][CH2:12][CH2:11][CH2:10][C:9]([C:22]2[O:23][C:24]([C:27]3[CH:35]=[CH:34][CH:33]=[CH:32][C:28]=3[C:29]([NH2:31])=[O:30])=[CH:25][N:26]=2)=[O:8])[CH:21]=[CH:20][CH:19]=[CH:18][CH:17]=1, predict the reactants needed to synthesize it. The reactants are: [Si]([O:8][CH:9]([C:22]1[O:23][C:24]([C:27]2[CH:35]=[CH:34][CH:33]=[CH:32][C:28]=2[C:29]([NH2:31])=[O:30])=[CH:25][N:26]=1)[CH2:10][CH2:11][CH2:12][CH2:13][CH2:14][CH2:15][C:16]1[CH:21]=[CH:20][CH:19]=[CH:18][CH:17]=1)(C(C)(C)C)(C)C.[Si](OC(C1OC([Sn](CCCC)(CCCC)CCCC)=CN=1)CCCCCCC1C=CC=CC=1)(C(C)(C)C)(C)C.BrC1C=CC=CC=1C(N)=O. (7) Given the product [N:22]1([CH2:28][CH:7]([N:8]2[CH2:12][C@@H:11]([C:13]3[CH:14]=[CH:15][CH:16]=[CH:17][CH:18]=3)[O:10][C:9]2=[O:19])[C:6]2[CH:5]=[CH:4][CH:3]=[CH:21][CH:20]=2)[CH2:27][CH2:26][O:25][CH2:24][CH2:23]1, predict the reactants needed to synthesize it. The reactants are: BrC[C:3]1[CH:21]=[CH:20][C:6]([CH2:7][N:8]2[CH2:12][C@@H:11]([C:13]3[CH:18]=[CH:17][CH:16]=[CH:15][CH:14]=3)[O:10][C:9]2=[O:19])=[CH:5][CH:4]=1.[NH:22]1[CH2:27][CH2:26][O:25][CH2:24][CH2:23]1.[C:28](#N)C. (8) Given the product [C:1]1([C:7]2[N:11]([CH2:13][C:14]#[N:15])[CH:10]=[CH:9][N:8]=2)[CH:2]=[CH:3][CH:4]=[CH:5][CH:6]=1, predict the reactants needed to synthesize it. The reactants are: [C:1]1([C:7]2[NH:8][CH:9]=[CH:10][N:11]=2)[CH:6]=[CH:5][CH:4]=[CH:3][CH:2]=1.Br[CH2:13][C:14]#[N:15]. (9) Given the product [O:14]=[C:10]1[N:11]([C:16]2[CH:21]=[C:20]([C:22]([F:25])([F:24])[F:23])[CH:19]=[CH:18][N:17]=2)[CH2:12][CH2:13][N:8]([C:1]([O:3][C:4]([CH3:7])([CH3:6])[CH3:5])=[O:2])[CH2:9]1, predict the reactants needed to synthesize it. The reactants are: [C:1]([N:8]1[CH2:13][CH2:12][NH:11][C:10](=[O:14])[CH2:9]1)([O:3][C:4]([CH3:7])([CH3:6])[CH3:5])=[O:2].Br[C:16]1[CH:21]=[C:20]([C:22]([F:25])([F:24])[F:23])[CH:19]=[CH:18][N:17]=1.C([O-])([O-])=O.[Cs+].[Cs+].CC1(C)C2C(=C(P(C3C=CC=CC=3)C3C=CC=CC=3)C=CC=2)OC2C(P(C3C=CC=CC=3)C3C=CC=CC=3)=CC=CC1=2. (10) Given the product [NH2:12][C@H:13]([CH2:31][C:32]1[CH:37]=[CH:36][C:35]([Cl:38])=[CH:34][CH:33]=1)[C:14]([N:16]1[CH2:21][CH2:20][N:19]([C:22]2[C:23]3[CH2:30][S:29](=[O:9])[CH2:28][C:24]=3[N:25]=[CH:26][N:27]=2)[CH2:18][CH2:17]1)=[O:15], predict the reactants needed to synthesize it. The reactants are: C1C=C(Cl)C=C(C(OO)=[O:9])C=1.[NH2:12][C@H:13]([CH2:31][C:32]1[CH:37]=[CH:36][C:35]([Cl:38])=[CH:34][CH:33]=1)[C:14]([N:16]1[CH2:21][CH2:20][N:19]([C:22]2[C:23]3[CH2:30][S:29][CH2:28][C:24]=3[N:25]=[CH:26][N:27]=2)[CH2:18][CH2:17]1)=[O:15].